From a dataset of Reaction yield outcomes from USPTO patents with 853,638 reactions. Predict the reaction yield, written as a fraction of the theoretical maximum amount of product (1.0 means a 100% yield; for example, 0.34 means a 34% yield). (1) The reactants are C([O:8][C:9]1[CH:18]=[CH:17][C:16]2[C:11](=[CH:12][CH:13]=[C:14]([O:19][CH3:20])[CH:15]=2)[C:10]=1[O:21][C:22]1[CH:36]=[CH:35][C:25]([O:26][CH2:27][CH2:28][N:29]2[CH2:34][CH2:33][CH2:32][CH2:31][CH2:30]2)=[CH:24][CH:23]=1)C1C=CC=CC=1.C([O-])=O.[NH4+]. The catalyst is [OH-].[OH-].[Pd+2].CO.C(OCC)(=O)C. The product is [CH3:20][O:19][C:14]1[CH:15]=[C:16]2[C:11](=[CH:12][CH:13]=1)[C:10]([O:21][C:22]1[CH:23]=[CH:24][C:25]([O:26][CH2:27][CH2:28][N:29]3[CH2:30][CH2:31][CH2:32][CH2:33][CH2:34]3)=[CH:35][CH:36]=1)=[C:9]([OH:8])[CH:18]=[CH:17]2. The yield is 0.985. (2) The reactants are [C:1]([O:5][C:6]([N:8]1[CH2:12][C:11](=[N:13][O:14][CH3:15])[CH2:10][C@H:9]1[C:16]([OH:18])=O)=[O:7])([CH3:4])([CH3:3])[CH3:2].[C:19]1([NH2:26])[C:20]([NH2:25])=[CH:21][CH:22]=[CH:23][CH:24]=1.C(Cl)CCl. The catalyst is CN(C1C=CN=CC=1)C.ClCCl. The product is [NH2:25][C:20]1[CH:21]=[CH:22][CH:23]=[CH:24][C:19]=1[NH:26][C:16]([C@@H:9]1[CH2:10][C:11](=[N:13][O:14][CH3:15])[CH2:12][N:8]1[C:6]([O:5][C:1]([CH3:2])([CH3:3])[CH3:4])=[O:7])=[O:18]. The yield is 0.970. (3) The reactants are C(OC[Li])C.C(C1C=CC(C2C=CC(C(C)(C)C)=CC=2)=CC=1)(C)(C)C.[CH2:26]([O:28][CH2:29]Cl)[CH3:27].[Br:31][C:32]1[CH:37]=[CH:36][C:35]([NH:38][C:39]2[C:40]([CH:49]=[O:50])=[CH:41][C:42]3[NH:46][CH:45]=[N:44][C:43]=3[C:47]=2[F:48])=[C:34]([Cl:51])[CH:33]=1. The catalyst is C1COCC1. The product is [Br:31][C:32]1[CH:37]=[CH:36][C:35]([NH:38][C:39]2[C:40]([CH:49]([OH:50])[CH2:29][O:28][CH2:26][CH3:27])=[CH:41][C:42]3[NH:46][CH:45]=[N:44][C:43]=3[C:47]=2[F:48])=[C:34]([Cl:51])[CH:33]=1. The yield is 0.440. (4) The reactants are [F:1][C:2]1[C:3]([N:9]=[CH:10][N:11]([CH3:13])[CH3:12])=[N:4][C:5]([OH:8])=[N:6][CH:7]=1.[C:14]1([S:20](Cl)(=[O:22])=[O:21])[CH:19]=[CH:18][CH:17]=[CH:16][CH:15]=1. The catalyst is N1C=CC=CC=1. The product is [CH3:12][N:11]([CH:10]=[N:9][C:3]1[C:2]([F:1])=[CH:7][N:6]=[C:5]([O:8][S:20]([C:14]2[CH:19]=[CH:18][CH:17]=[CH:16][CH:15]=2)(=[O:22])=[O:21])[N:4]=1)[CH3:13]. The yield is 0.460. (5) The reactants are I[C:2]1[CH:3]=[C:4]2[C:9](=[CH:10][CH:11]=1)[N:8]=[CH:7][CH:6]=[CH:5]2.[CH2:12]([O:14][C:15](=[O:20])[C:16](Br)([F:18])[F:17])[CH3:13].C([O-])([O-])=O.[K+].[K+]. The catalyst is CS(C)=O. The product is [CH2:12]([O:14][C:15](=[O:20])[C:16]([F:18])([F:17])[C:2]1[CH:3]=[C:4]2[C:9](=[CH:10][CH:11]=1)[N:8]=[CH:7][CH:6]=[CH:5]2)[CH3:13]. The yield is 0.300. (6) The reactants are [O:1]=[C:2]([C:12]1[CH:17]=[CH:16][CH:15]=[CH:14][CH:13]=1)[CH2:3][NH:4][C:5](=[O:11])[O:6][C:7]([CH3:10])([CH3:9])[CH3:8].[C:18]([O-])(O)=[O:19].[Na+].C=O.[Na+].[Cl-]. The catalyst is CCO. The product is [OH:19][CH2:18][CH:3]([NH:4][C:5](=[O:11])[O:6][C:7]([CH3:10])([CH3:8])[CH3:9])[C:2](=[O:1])[C:12]1[CH:17]=[CH:16][CH:15]=[CH:14][CH:13]=1. The yield is 0.880. (7) The reactants are [CH:1]1([C:7]2[C:15]3[C:10](=[CH:11][C:12]([C:16]([O:18][CH3:19])=[O:17])=[CH:13][CH:14]=3)[NH:9][C:8]=2[C:20]2[CH:25]=[CH:24][CH:23]=[CH:22][CH:21]=2)[CH2:6][CH2:5][CH2:4][CH:3]=[CH:2]1. The catalyst is CO.[Pd]. The product is [CH:1]1([C:7]2[C:15]3[C:10](=[CH:11][C:12]([C:16]([O:18][CH3:19])=[O:17])=[CH:13][CH:14]=3)[NH:9][C:8]=2[C:20]2[CH:25]=[CH:24][CH:23]=[CH:22][CH:21]=2)[CH2:6][CH2:5][CH2:4][CH2:3][CH2:2]1. The yield is 0.910.